Dataset: Catalyst prediction with 721,799 reactions and 888 catalyst types from USPTO. Task: Predict which catalyst facilitates the given reaction. (1) Reactant: [Cl:1][C:2]1[N:3]=[N:4][C:5]([Cl:9])=[CH:6][C:7]=1Cl.[NH:10]1[CH2:15][CH2:14][CH:13]([CH2:16][OH:17])[CH2:12][CH2:11]1.CCN(CC)CC. Product: [Cl:1][C:2]1[N:3]=[N:4][C:5]([Cl:9])=[CH:6][C:7]=1[N:10]1[CH2:15][CH2:14][CH:13]([CH2:16][OH:17])[CH2:12][CH2:11]1. The catalyst class is: 58. (2) The catalyst class is: 4. Reactant: [CH3:1][O:2][C:3]1[CH:14]=[C:13]([O:15][CH2:16][C:17]2[C:18]([CH3:29])=[C:19]([C:23]3[CH:28]=[CH:27][CH:26]=[CH:25][CH:24]=3)[CH:20]=[CH:21][CH:22]=2)[CH:12]=[C:11]([O:30][CH3:31])[C:4]=1[CH2:5][N:6]([CH3:10])[CH2:7][CH2:8][NH2:9].CCN(C(C)C)C(C)C.[C:41](Cl)(=[O:44])[CH:42]=[CH2:43]. Product: [CH3:31][O:30][C:11]1[CH:12]=[C:13]([O:15][CH2:16][C:17]2[CH:22]=[CH:21][CH:20]=[C:19]([C:23]3[CH:28]=[CH:27][CH:26]=[CH:25][CH:24]=3)[C:18]=2[CH3:29])[CH:14]=[C:3]([O:2][CH3:1])[C:4]=1[CH2:5][N:6]([CH3:10])[CH2:7][CH2:8][NH:9][C:41](=[O:44])[CH:42]=[CH2:43]. (3) Reactant: [Cl:1][C:2]1[CH:7]=[CH:6][C:5]([CH:8]2[C:15]3[C:14]([CH3:16])=[N:13][N:12]([C:17]4[N:21]([CH3:22])[N:20]=[CH:19][CH:18]=4)[C:11]=3[C:10](=[O:23])[N:9]2CC2C=CC(OC)=CC=2)=[CH:4][CH:3]=1. Product: [Cl:1][C:2]1[CH:3]=[CH:4][C:5]([CH:8]2[C:15]3[C:14]([CH3:16])=[N:13][N:12]([C:17]4[N:21]([CH3:22])[N:20]=[CH:19][CH:18]=4)[C:11]=3[C:10](=[O:23])[NH:9]2)=[CH:6][CH:7]=1. The catalyst class is: 25. (4) Reactant: [Br:1][C:2]1[CH:7]=[CH:6][C:5]([C@@H:8]([N:10]([CH2:18][CH2:19][C:20]([C:22]2[CH:27]=[CH:26][C:25]([F:28])=[CH:24][CH:23]=2)=[O:21])[C:11](=[O:17])[O:12][C:13]([CH3:16])([CH3:15])[CH3:14])[CH3:9])=[CH:4][CH:3]=1.II.Br[CH2:32][C:33]([O:35][CH2:36][CH3:37])=[O:34]. Product: [Br:1][C:2]1[CH:3]=[CH:4][C:5]([C@@H:8]([N:10]([C:11]([O:12][C:13]([CH3:15])([CH3:14])[CH3:16])=[O:17])[CH2:18][CH2:19][C:20]([C:22]2[CH:23]=[CH:24][C:25]([F:28])=[CH:26][CH:27]=2)([OH:21])[CH2:32][C:33]([O:35][CH2:36][CH3:37])=[O:34])[CH3:9])=[CH:6][CH:7]=1. The catalyst class is: 324. (5) Reactant: [Br:1][C:2]1[CH:7]=[CH:6][C:5]([CH2:8][OH:9])=[C:4]([Cl:10])[CH:3]=1.CC(OI1(OC(C)=O)(OC(C)=O)OC(=O)C2C=CC=CC1=2)=O.CCOC(C)=O. Product: [Br:1][C:2]1[CH:7]=[CH:6][C:5]([CH:8]=[O:9])=[C:4]([Cl:10])[CH:3]=1. The catalyst class is: 2. (6) Reactant: C(O[C:6](=O)[N:7]([CH2:9][CH2:10][O:11][C:12]1[CH:17]=[CH:16][CH:15]=[C:14]([C:18](=[O:41])[NH:19][C:20]2[CH:25]=[CH:24][CH:23]=[C:22]([CH2:26][NH:27][C:28]3[C:37]4[C:32](=[C:33]([C:38](=[O:40])[NH2:39])[CH:34]=[CH:35][CH:36]=4)[N:31]=[CH:30][N:29]=3)[CH:21]=2)[CH:13]=1)C)(C)(C)C.Cl. Product: [CH3:6][NH:7][CH2:9][CH2:10][O:11][C:12]1[CH:13]=[C:14]([CH:15]=[CH:16][CH:17]=1)[C:18]([NH:19][C:20]1[CH:21]=[C:22]([CH:23]=[CH:24][CH:25]=1)[CH2:26][NH:27][C:28]1[C:37]2[C:32](=[C:33]([C:38]([NH2:39])=[O:40])[CH:34]=[CH:35][CH:36]=2)[N:31]=[CH:30][N:29]=1)=[O:41]. The catalyst class is: 12. (7) Reactant: [Cl:1][C:2]1[CH:7]=[CH:6][C:5]([CH:8]([OH:13])[C:9]([F:12])([F:11])[F:10])=[CH:4][CH:3]=1.[H-].[Na+].[F:16][C:17]([F:23])([F:22])[S:18](Cl)(=[O:20])=[O:19].O. Product: [F:16][C:17]([F:23])([F:22])[S:18]([O:13][CH:8]([C:5]1[CH:6]=[CH:7][C:2]([Cl:1])=[CH:3][CH:4]=1)[C:9]([F:11])([F:12])[F:10])(=[O:20])=[O:19]. The catalyst class is: 27. (8) Reactant: [OH:1][C:2]1[CH:7]=[CH:6][C:5]([OH:8])=[CH:4][CH:3]=1.C(=O)([O-])[O-].[K+].[K+].Cl[C:16]1[CH:21]=[CH:20][C:19]([C:22]([F:25])([F:24])[F:23])=[CH:18][N:17]=1.O. Product: [F:23][C:22]([F:25])([F:24])[C:19]1[CH:20]=[CH:21][C:16]([O:1][C:2]2[CH:7]=[CH:6][C:5]([OH:8])=[CH:4][CH:3]=2)=[N:17][CH:18]=1. The catalyst class is: 3. (9) Reactant: [NH:1]1[CH2:6][CH:5]=[C:4]([C:7]2[CH:12]=[CH:11][N:10]3[N:13]=[CH:14][CH:15]=[C:9]3[N:8]=2)[CH2:3][CH2:2]1.Cl[C:17]([O:19][CH:20]([CH3:22])[CH3:21])=[O:18]. Product: [N:13]1[N:10]2[CH:11]=[CH:12][C:7]([C:4]3[CH2:3][CH2:2][N:1]([C:17]([O:19][CH:20]([CH3:22])[CH3:21])=[O:18])[CH2:6][CH:5]=3)=[N:8][C:9]2=[CH:15][CH:14]=1. The catalyst class is: 2.